From a dataset of NCI-60 drug combinations with 297,098 pairs across 59 cell lines. Regression. Given two drug SMILES strings and cell line genomic features, predict the synergy score measuring deviation from expected non-interaction effect. (1) Drug 1: CS(=O)(=O)C1=CC(=C(C=C1)C(=O)NC2=CC(=C(C=C2)Cl)C3=CC=CC=N3)Cl. Drug 2: C(CC(=O)O)C(=O)CN.Cl. Cell line: A498. Synergy scores: CSS=4.28, Synergy_ZIP=-2.17, Synergy_Bliss=-1.84, Synergy_Loewe=-2.22, Synergy_HSA=-1.83. (2) Synergy scores: CSS=30.5, Synergy_ZIP=-1.05, Synergy_Bliss=-2.07, Synergy_Loewe=-3.02, Synergy_HSA=-0.507. Drug 2: CC12CCC3C(C1CCC2=O)CC(=C)C4=CC(=O)C=CC34C. Drug 1: C1CCC(C1)C(CC#N)N2C=C(C=N2)C3=C4C=CNC4=NC=N3. Cell line: EKVX. (3) Drug 1: C1=C(C(=O)NC(=O)N1)N(CCCl)CCCl. Drug 2: CCC1(CC2CC(C3=C(CCN(C2)C1)C4=CC=CC=C4N3)(C5=C(C=C6C(=C5)C78CCN9C7C(C=CC9)(C(C(C8N6C=O)(C(=O)OC)O)OC(=O)C)CC)OC)C(=O)OC)O.OS(=O)(=O)O. Cell line: CCRF-CEM. Synergy scores: CSS=80.6, Synergy_ZIP=10.1, Synergy_Bliss=11.8, Synergy_Loewe=7.43, Synergy_HSA=11.0.